This data is from Drug-target binding data from BindingDB using Kd measurements. The task is: Regression. Given a target protein amino acid sequence and a drug SMILES string, predict the binding affinity score between them. We predict pKd (pKd = -log10(Kd in M); higher means stronger binding). Dataset: bindingdb_kd. (1) The drug is COc1cc([C@@H]2c3cc4c(cc3[C@H](O)[C@H]3COC(=O)[C@H]23)OCO4)cc(OC)c1OC. The target protein (P03118) has sequence MENLSSRLDLLQEQLMNLYEQDSKLIEDQIKQWNLIRQEQVLFHFARKNGVMRIGLQAVPSLASSQEKAKTAIEMVLHLESLKDSPYGTEDWSLQDTSRELFLAPPAGTFKKSGSTLEVTYDNNPDNQTRHTIWNHVYYQNGDDVWRKVSSGVDAVGVYYLEHDGYKNYYVLFAEEASKYSTTGQYAVNYRGKRFTNVMSSTSSPRAAGAPAVHSDYPTLSESDTAQQSTSIDYTELPGQGETSQVRQRQQKTPVRRRPYGRRRSRSPRGGGRREGESTPSRTPGSVPSARDVGSIHTTPQKGHSSRLRRLLQEAWDPPVVCVKGGANQLKCLRYRLKASTQVDFDSISTTWHWTDRKNTERIGSARMLVKFIDEAQREKFLERVALPRSVSVFLGQFNGS. The pKd is 3.4. (2) The small molecule is O=C(/C=C/c1ccc(O)c(O)c1)O[C@@H](C(=O)O)[C@@H](OC(=O)/C=C/c1ccc(O)c(O)c1)C(=O)O. The target protein sequence is MEMEKEFEQIDKSGSWAAIYQDIRHEASDFPCRVAKLPKNKNRNRYRDVSPFDHSRIKLHQEDNDYINASLIKMEEAQRSYILTQGPLPNTCGHFWEMVWEQKSRGVVMLNRVMEKGSLKCAQYWPQKEEKEMIFEDTNLKLTLISEDIKSYYTVRQLELENLTTQETREILHFHYTTWPDFGVPESPASFLNFLFKVRESGSLSPEHGPVVVHCSAGIGRSGTFCLADTCLLLMDKRKDPSSVDIKKVLLEMRKFRMGLIQTADQLRFSYLAVIEGAKFIMGDSSVQDQWKELSHEDLEP. The pKd is 2.8. (3) The compound is CO[C@H](c1ccccc1)[C@@H]1NC(=O)[C@H](C)NC(=O)[C@H](C[C@@H](C)CO)N(C)C(=O)[C@H]([C@H](O)c2cn(C(C)(C)[C@@H](O)CNCCCN)c3ccccc23)NC(=O)[C@H]([C@H](C)C=C(C)C)NC(=O)[C@H](CC(C)C)N(C)C(=O)[C@H](C(C)C)NC1=O. The target protein sequence is MYERFTDRARRVVVLAQEEARMLNHNYIGTEHILLGLIHEGEGVAAKSLESLGISLEGVRSQVEEIIGQGQQAPSGHIPFTPRAKKVLELSLREALQLGHNYIGTEHILLGLIREGEGVAAQVLVKLGAELTRVRQQVIQLLSGY. The pKd is 6.1. (4) The small molecule is C=C/C(C)=C/[C@@]1(C)SC(=O)C(C(=O)CCCCc2ccc(-c3ccccc3)cc2)C1=O. The target protein (P9WQD9) has sequence MSQPSTANGGFPSVVVTAVTATTSISPDIESTWKGLLAGESGIHALEDEFVTKWDLAVKIGGHLKDPVDSHMGRLDMRRMSYVQRMGKLLGGQLWESAGSPEVDPDRFAVVVGTGLGGAERIVESYDLMNAGGPRKVSPLAVQMIMPNGAAAVIGLQLGARAGVMTPVSACSSGSEAIAHAWRQIVMGDADVAVCGGVEGPIEALPIAAFSMMRAMSTRNDEPERASRPFDKDRDGFVFGEAGALMLIETEEHAKARGAKPLARLLGAGITSDAFHMVAPAADGVRAGRAMTRSLELAGLSPADIDHVNAHGTATPIGDAAEANAIRVAGCDQAAVYAPKSALGHSIGAVGALESVLTVLTLRDGVIPPTLNYETPDPEIDLDVVAGEPRYGDYRYAVNNSFGFGGHNVALAFGRY. The pKd is 4.6. (5) The small molecule is N[C@@H](Cc1ccc(O)c(I)c1)C(=O)O. The target protein sequence is MKQKPAFIPYAGAQFEPEEMLSKSAEYYQFMDHRRTVREFSNRAIPLEVIENIVMTASTAPSGAHKQPWTFVVVSDPQIKAKIRQAAEKEEFESYNGRMSNEWLEDLQPFGTDWHKPFLEIAPYLIVVFRKAYDVLPDGTQRKNYYVQESVGIACGFLLAAIHQAGLVALTHTPSPMNFLQKILQRPENERPFLLVPVGYPAEGAMVPDLQRKDKAAVMVVYHHHHHH. The pKd is 5.1. (6) The compound is CC[C@H](C)[C@H](NC(=O)[C@H](CC(=O)O)NC(=O)[C@H](Cc1c[nH]c2ccccc12)NC(=O)[C@H](CCCCN)NC(=O)[C@@H]1CCCN1C(=O)[C@H](CC(C)C)NC(=O)[C@H](CCSC)NC(=O)[C@H](Cc1ccc(O)cc1)NC(=O)[C@H](CC1(C)N=N1)NC(=O)[C@H](CC(N)=O)NC(=O)[C@@H](NC(=O)CCNC(=S)Nc1ccc(-c2c3ccc(=O)cc-3oc3cc(O)ccc23)c(C(=O)O)c1)[C@@H](C)O)C(=O)N1CCC[C@H]1C(N)=O. The target protein (P0A722) has sequence MIDKSAFVHPTAIVEEGASIGANAHIGPFCIVGPHVEIGEGTVLKSHVVVNGHTKIGRDNEIYQFASIGEVNQDLKYAGEPTRVEIGDRNRIRESVTIHRGTVQGGGLTKVGSDNLLMINAHIAHDCTVGNRCILANNATLAGHVSVDDFAIIGGMTAVHQFCIIGAHVMVGGCSGVAQDVPPYVIAQGNHATPFGVNIEGLKRRGFSREAITAIRNAYKLIYRSGKTLDEVKPEIAELAETYPEVKAFTDFFARSTRGLIR. The pKd is 4.3. (7) The drug is CCOc1nc2ccccc2nc1C(=O)Nc1cc(CN2CCOCC2)c(O)c(N2CCOCC2)c1. The target protein (O70212) has sequence MVLWLQLALLALLLPTSLAQGEVRGKGTAQAHNSTRPALQRLSDHLLADYRKSVRPVRDWRKPTTVSIDAIVYAILSVDEKNQVLTTYIWYRQFWTDEFLQWNPEDFDNITKLSIPTDSIWVPDILINEFVDVGKSPNIPYVYVRHQGEVQNYKPLQVVTACSLDIYNFPFDVQNCSLTFTSWLHTIQDINISLWRLPEKVKSDKSVFMNQGEWELLGVLTEFLEFSDRESRGSFAEMKFYVVIRRRPLFYAVTLLLPSIFLMIVDIVGFYLPPDSGERVSFKITLLLGYSVFLIIVSDTLPATAIGTPLISVYFVVCMALLVISLAETILIVRLVHKQDLQQPVPLWLRHLVLERIAGLLCLGEQLTSHRGPATLQATKTDDFSGSTLLPAMGNHCGPLGGPQDLEKTSRGRGSPPPPPREASLAMCGLLQELASIRHFLEKREETREVARDWLRVGSVLDKLLFRVYLLAVLAYSITLVTLWSVWHYA. The pKd is 3.0.